From a dataset of Reaction yield outcomes from USPTO patents with 853,638 reactions. Predict the reaction yield, written as a fraction of the theoretical maximum amount of product (1.0 means a 100% yield; for example, 0.34 means a 34% yield). (1) The reactants are P(Cl)(Cl)(Cl)(Cl)Cl.COC1C=CC(C[O:14][C:15]([C:17]2[N:22]3[C:23](=[O:35])[CH:24]([NH:25]C(=O)CC4C=CC=CC=4)[C@H:21]3[S:20][CH2:19][C:18]=2[CH:36]=[CH:37][CH3:38])=[O:16])=CC=1.C(O)C(O)C.C1(C)C(O)=CC=CC=1. The catalyst is O.N1C=CC=CC=1.C(Cl)Cl. The product is [NH2:25][CH:24]1[C:23](=[O:35])[N:22]2[C:17]([C:15]([OH:16])=[O:14])=[C:18]([CH:36]=[CH:37][CH3:38])[CH2:19][S:20][C@H:21]12. The yield is 0.800. (2) The reactants are [F:1][C:2]1[CH:7]=[CH:6][C:5]([NH:8][C:9](=[O:17])[CH2:10][C:11]2[O:12][C:13]([CH3:16])=[CH:14][CH:15]=2)=[CH:4][CH:3]=1.[O:18]=[C:19]1[CH:23]=[CH:22][C:21](=[O:24])[N:20]1[C:25]1[CH:32]=[CH:31][C:28]([C:29]#[N:30])=[C:27]([C:33](F)(F)F)[CH:26]=1.[CH:37]1[CH:42]=CC=C[CH:38]=1. No catalyst specified. The product is [C:29]([C:28]1[C:27]2[C:26](=[CH:38][CH:37]=[CH:42][CH:33]=2)[C:25]([N:20]2[C:21](=[O:24])[CH:22]3[CH:23]([C:13]4([CH3:16])[O:12][C:11]3([CH2:10][C:9]([NH:8][C:5]3[CH:6]=[CH:7][C:2]([F:1])=[CH:3][CH:4]=3)=[O:17])[CH2:15][CH2:14]4)[C:19]2=[O:18])=[CH:32][CH:31]=1)#[N:30]. The yield is 0.540. (3) The reactants are [Cl:1][C:2]1[CH:3]=[C:4]2[C:8](=[CH:9][CH:10]=1)[NH:7][C:6](=[O:11])[C:5]2=[O:12].[N+:13]([O-])([OH:15])=[O:14]. The catalyst is OS(O)(=O)=O. The product is [Cl:1][C:2]1[CH:3]=[C:4]2[C:8](=[C:9]([N+:13]([O-:15])=[O:14])[CH:10]=1)[NH:7][C:6](=[O:11])[C:5]2=[O:12]. The yield is 0.941. (4) The reactants are [C:1]1([C@@H:7]([NH:9][C:10]([C:12]2[NH:13][CH:14]=[CH:15][CH:16]=2)=[O:11])[CH3:8])[CH:6]=[CH:5][CH:4]=[CH:3][CH:2]=1.[Cl:17][C:18]1[N:26]=[CH:25][CH:24]=[CH:23][C:19]=1[C:20](Cl)=[O:21].[Sn](Cl)(Cl)(Cl)Cl. The catalyst is C1C=CC=CC=1. The product is [C:1]1([C@@H:7]([NH:9][C:10]([C:12]2[NH:13][C:14]([C:20]([C:19]3[C:18]([Cl:17])=[N:26][CH:25]=[CH:24][CH:23]=3)=[O:21])=[CH:15][CH:16]=2)=[O:11])[CH3:8])[CH:2]=[CH:3][CH:4]=[CH:5][CH:6]=1. The yield is 0.350. (5) The yield is 0.950. The reactants are [CH2:1]([O:8][C:9]1[CH:18]=[C:17]2[C:12]([C:13](O)=[CH:14][CH:15]=[N:16]2)=[CH:11][C:10]=1[O:20][CH3:21])[C:2]1[CH:7]=[CH:6][CH:5]=[CH:4][CH:3]=1.C(=O)([O-])[O-].[Na+].[Na+].C(=O)(O)[O-].[Na+].P(Cl)(Cl)([Cl:35])=O. No catalyst specified. The product is [CH2:1]([O:8][C:9]1[CH:18]=[C:17]2[C:12]([C:13]([Cl:35])=[CH:14][CH:15]=[N:16]2)=[CH:11][C:10]=1[O:20][CH3:21])[C:2]1[CH:7]=[CH:6][CH:5]=[CH:4][CH:3]=1.